Dataset: Reaction yield outcomes from USPTO patents with 853,638 reactions. Task: Predict the reaction yield, written as a fraction of the theoretical maximum amount of product (1.0 means a 100% yield; for example, 0.34 means a 34% yield). The reactants are [CH2:1]([O:8][CH2:9][Li])[C:2]1[CH:7]=[CH:6][CH:5]=[CH:4][CH:3]=1.[Sn](COCC1C=CC=CC=1)(CCCC)(CCCC)CCCC.[Li]CCCC.[Br:38][C:39]1[CH:44]=[CH:43][C:42]([NH:45][C:46]2[C:47]([CH:56]=[O:57])=[CH:48][C:49]3[NH:53][CH:52]=[N:51][C:50]=3[C:54]=2[F:55])=[C:41]([Cl:58])[CH:40]=1. The catalyst is C1COCC1. The product is [CH2:1]([O:8][CH2:9][CH:56]([C:47]1[C:46]([NH:45][C:42]2[CH:43]=[CH:44][C:39]([Br:38])=[CH:40][C:41]=2[Cl:58])=[C:54]([F:55])[C:50]2[N:51]=[CH:52][NH:53][C:49]=2[CH:48]=1)[OH:57])[C:2]1[CH:7]=[CH:6][CH:5]=[CH:4][CH:3]=1. The yield is 0.680.